From a dataset of Catalyst prediction with 721,799 reactions and 888 catalyst types from USPTO. Predict which catalyst facilitates the given reaction. (1) Reactant: [Cl:1][C:2]1[CH:7]=[CH:6][C:5]([CH2:8][NH:9]C(=O)C(F)(F)F)=[CH:4][C:3]=1[C:16]1[NH:20][C:19](=[O:21])[N:18]([C:22]2[CH:31]=[CH:30][C:25]([C:26]([O:28][CH3:29])=[O:27])=[CH:24][CH:23]=2)[N:17]=1. Product: [ClH:1].[NH2:9][CH2:8][C:5]1[CH:6]=[CH:7][C:2]([Cl:1])=[C:3]([C:16]2[NH:20][C:19](=[O:21])[N:18]([C:22]3[CH:31]=[CH:30][C:25]([C:26]([O:28][CH3:29])=[O:27])=[CH:24][CH:23]=3)[N:17]=2)[CH:4]=1. The catalyst class is: 5. (2) Reactant: C([O:3][C:4]1[CH2:9][O:8][CH2:7][C:6]([C:11]2[CH:12]=[C:13]([NH:17][C:18]([C:20]3[C:25]([F:26])=[CH:24][C:23]([F:27])=[CH:22][N:21]=3)=[O:19])[CH:14]=[CH:15][CH:16]=2)([CH3:10])[N:5]=1)C.[Cl-].[NH4+]. Product: [CH3:10][C:6]1([C:11]2[CH:12]=[C:13]([NH:17][C:18]([C:20]3[C:25]([F:26])=[CH:24][C:23]([F:27])=[CH:22][N:21]=3)=[O:19])[CH:14]=[CH:15][CH:16]=2)[CH2:7][O:8][CH2:9][C:4](=[O:3])[NH:5]1. The catalyst class is: 5. (3) Reactant: Cl.[Sn](Cl)Cl.[CH3:5][O:6][C:7]1[CH:12]=[C:11]([NH2:13])[C:10]([N+:14]([O-])=O)=[CH:9][N:8]=1.[OH-].[Na+]. Product: [CH3:5][O:6][C:7]1[N:8]=[CH:9][C:10]([NH2:14])=[C:11]([NH2:13])[CH:12]=1. The catalyst class is: 6. (4) Reactant: [CH3:1][O:2][C:3]1[CH:8]=[CH:7][C:6]([S:9]([N:12]2[CH2:17][CH2:16][CH:15]([C:18](=[S:20])[NH2:19])[CH2:14][CH2:13]2)(=[O:11])=[O:10])=[CH:5][CH:4]=1.C([O-])(O)=O.[Na+].[F:26][C:27]1[CH:36]=[CH:35][C:30]([C:31](=O)[CH2:32]Br)=[CH:29][CH:28]=1.CCCCCC.CCOC(C)=O. Product: [F:26][C:27]1[CH:36]=[CH:35][C:30]([C:31]2[N:19]=[C:18]([CH:15]3[CH2:14][CH2:13][N:12]([S:9]([C:6]4[CH:7]=[CH:8][C:3]([O:2][CH3:1])=[CH:4][CH:5]=4)(=[O:11])=[O:10])[CH2:17][CH2:16]3)[S:20][CH:32]=2)=[CH:29][CH:28]=1. The catalyst class is: 88. (5) Product: [Br:1][C:2]1[CH:3]=[CH:4][C:5]([NH:26][CH2:25][C:24]2[CH:27]=[CH:28][C:29]([O:31][CH3:32])=[CH:30][C:23]=2[O:22][CH3:21])=[C:6]([C:8]([C:10]2[CH:15]=[CH:14][CH:13]=[C:12]([O:16][CH3:17])[C:11]=2[CH3:18])=[O:9])[CH:7]=1. The catalyst class is: 10. Reactant: [Br:1][C:2]1[CH:3]=[CH:4][C:5](F)=[C:6]([C:8]([C:10]2[CH:15]=[CH:14][CH:13]=[C:12]([O:16][CH3:17])[C:11]=2[CH3:18])=[O:9])[CH:7]=1.Cl.[CH3:21][O:22][C:23]1[CH:30]=[C:29]([O:31][CH3:32])[CH:28]=[CH:27][C:24]=1[CH2:25][NH2:26].C(=O)([O-])[O-].[K+].[K+]. (6) Reactant: [NH2:1][C:2]1[CH:7]=[CH:6][N:5]2[N:8]=[C:9]([C:21]3[CH:26]=[CH:25][CH:24]=[CH:23][CH:22]=3)[C:10]([C:11]3[CH:12]=[CH:13][C:14](=[O:20])[N:15]([CH:17]([CH3:19])[CH3:18])[N:16]=3)=[C:4]2[CH:3]=1.N1C=CC=CC=1.[C:33](Cl)([CH3:35])=[O:34]. Product: [C:33]([NH:1][C:2]1[CH:7]=[CH:6][N:5]2[N:8]=[C:9]([C:21]3[CH:22]=[CH:23][CH:24]=[CH:25][CH:26]=3)[C:10]([C:11]3[CH:12]=[CH:13][C:14](=[O:20])[N:15]([CH:17]([CH3:19])[CH3:18])[N:16]=3)=[C:4]2[CH:3]=1)(=[O:34])[CH3:35]. The catalyst class is: 91. (7) The catalyst class is: 464. Reactant: [C:1]([NH:9][C@H:10]([C:15]([O:17]C)=[O:16])[C:11]([CH3:14])([CH3:13])[CH3:12])(=[O:8])[CH2:2][CH2:3][CH2:4][CH2:5][CH:6]=[CH2:7].Cl. Product: [C:1]([NH:9][C@H:10]([C:15]([OH:17])=[O:16])[C:11]([CH3:12])([CH3:13])[CH3:14])(=[O:8])[CH2:2][CH2:3][CH2:4][CH2:5][CH:6]=[CH2:7]. (8) Reactant: [SH:1][C:2]1[S:3][C:4]2[CH2:14][CH2:13][C:12]3[C:7](=[CH:8][CH:9]=[CH:10][C:11]=3[O:15][CH2:16][C:17]([O:19][CH2:20][CH3:21])=[O:18])[C:5]=2[N:6]=1.[H-].[Na+].Cl[C:25]1[CH:30]=[CH:29][C:28]([N+:31]([O-:33])=[O:32])=[CH:27][C:26]=1[N+:34]([O-:36])=[O:35].O. Product: [N+:31]([C:28]1[CH:27]=[C:26]([N+:34]([O-:36])=[O:35])[CH:25]=[CH:30][C:29]=1[S:1][C:2]1[S:3][C:4]2[CH2:14][CH2:13][C:12]3[C:7](=[CH:8][CH:9]=[CH:10][C:11]=3[O:15][CH2:16][C:17]([O:19][CH2:20][CH3:21])=[O:18])[C:5]=2[N:6]=1)([O-:33])=[O:32]. The catalyst class is: 9.